Dataset: Forward reaction prediction with 1.9M reactions from USPTO patents (1976-2016). Task: Predict the product of the given reaction. (1) Given the reactants [CH2:1]1[NH:6][C@@H:5]([CH2:7][OH:8])[CH2:4][N:3]2[CH2:9][CH2:10][NH:11][CH2:12][CH:2]12.C([O-])([O-])=O.[K+].[K+].[F:19][C:20]([F:54])([F:53])[C:21]1[CH:22]=[C:23]([C:31]([CH3:52])([CH3:51])[C:32]([N:34]([C:36]2[CH:37]=[N:38][C:39](Cl)=[CH:40][C:41]=2[C:42]2[CH:47]=[CH:46][C:45]([F:48])=[CH:44][C:43]=2[CH3:49])[CH3:35])=[O:33])[CH:24]=[C:25]([C:27]([F:30])([F:29])[F:28])[CH:26]=1, predict the reaction product. The product is: [F:30][C:27]([F:28])([F:29])[C:25]1[CH:24]=[C:23]([C:31]([CH3:52])([CH3:51])[C:32]([N:34]([C:36]2[CH:37]=[N:38][C:39]([N:11]3[CH2:10][CH2:9][N:3]4[CH2:4][C@H:5]([CH2:7][OH:8])[NH:6][CH2:1][CH:2]4[CH2:12]3)=[CH:40][C:41]=2[C:42]2[CH:47]=[CH:46][C:45]([F:48])=[CH:44][C:43]=2[CH3:49])[CH3:35])=[O:33])[CH:22]=[C:21]([C:20]([F:54])([F:19])[F:53])[CH:26]=1. (2) Given the reactants [F:1][C:2]1[C:3]2[CH:4]=[C:5]3[C:14]4[N:15]=[C:16]([C:19]5[C:20]([N:39]([CH3:44])[S:40]([CH3:43])(=[O:42])=[O:41])=[CH:21][C:22]6[O:26][C:25]([C:27]7[CH:32]=[CH:31][C:30]([F:33])=[CH:29][CH:28]=7)=[C:24]([C:34]([NH:36][CH3:37])=[O:35])[C:23]=6[CH:38]=5)[CH:17]=[CH:18][C:13]=4[N:12]=[C:11]([CH3:45])[N:6]3[C:7]=2[CH:8]=[CH:9][CH:10]=1.[BH4-].[Na+].[NH4+].[Cl-], predict the reaction product. The product is: [F:1][C:2]1[C:3]2[CH:4]=[C:5]3[C:14]4[N:15]=[C:16]([C:19]5[C:20]([N:39]([CH3:44])[S:40]([CH3:43])(=[O:42])=[O:41])=[CH:21][C:22]6[O:26][C:25]([C:27]7[CH:28]=[CH:29][C:30]([F:33])=[CH:31][CH:32]=7)=[C:24]([C:34]([NH:36][CH3:37])=[O:35])[C:23]=6[CH:38]=5)[CH:17]=[CH:18][C:13]=4[NH:12][CH:11]([CH3:45])[N:6]3[C:7]=2[CH:8]=[CH:9][CH:10]=1. (3) Given the reactants [CH3:1][O:2][C:3](=[O:14])[CH2:4][O:5][C:6]1[CH:11]=[CH:10][C:9]([Cl:12])=[C:8]([NH2:13])[CH:7]=1.C([O:17][C:18](=O)[CH:19]([CH2:24][C:25]1[CH:30]=[CH:29][C:28]([S:31]([CH3:34])(=[O:33])=[O:32])=[CH:27][CH:26]=1)[C:20](=O)[CH2:21][CH3:22])C.O1CCOCC1.C([O-])(=O)C.[Na+], predict the reaction product. The product is: [CH3:1][O:2][C:3](=[O:14])[CH2:4][O:5][C:6]1[CH:11]=[CH:10][C:9]([Cl:12])=[C:8]2[C:7]=1[C:18](=[O:17])[C:19]([CH2:24][C:25]1[CH:26]=[CH:27][C:28]([S:31]([CH3:34])(=[O:32])=[O:33])=[CH:29][CH:30]=1)=[C:20]([CH2:21][CH3:22])[NH:13]2. (4) Given the reactants [CH3:1][C:2]1[C:10]2[C:5](=[CH:6][CH:7]=[C:8]([C:11]([F:14])([F:13])[F:12])[CH:9]=2)[NH:4][N:3]=1.[CH3:15][C:16]([O:19][C:20](O[C:20]([O:19][C:16]([CH3:18])([CH3:17])[CH3:15])=[O:21])=[O:21])([CH3:18])[CH3:17], predict the reaction product. The product is: [CH3:1][C:2]1[C:10]2[C:5](=[CH:6][CH:7]=[C:8]([C:11]([F:12])([F:14])[F:13])[CH:9]=2)[N:4]([C:20]([O:19][C:16]([CH3:18])([CH3:17])[CH3:15])=[O:21])[N:3]=1. (5) Given the reactants [Br:1][C:2]1[CH:3]=[C:4]([C:14]([O-:16])=[O:15])[C:5]2[CH:6]=[N:7][N:8]([CH:11]([CH3:13])[CH3:12])[C:9]=2[CH:10]=1.O1CCCC1.[OH-].[Na+], predict the reaction product. The product is: [Br:1][C:2]1[CH:3]=[C:4]([C:14]([OH:16])=[O:15])[C:5]2[CH:6]=[N:7][N:8]([CH:11]([CH3:12])[CH3:13])[C:9]=2[CH:10]=1. (6) Given the reactants Cl.Cl.[CH3:3][O:4][C:5](=[O:27])[CH2:6][C:7]1[CH:8]=[N:9][CH:10]=[C:11]([C:13]2[CH:18]=[CH:17][C:16]([C:19]([F:22])([F:21])[F:20])=[CH:15][C:14]=2[CH2:23][NH:24][CH2:25][CH3:26])[CH:12]=1.[C:28]1([CH2:34][C:35]([OH:37])=O)[CH:33]=[CH:32][CH:31]=[CH:30][CH:29]=1, predict the reaction product. The product is: [CH3:3][O:4][C:5](=[O:27])[CH2:6][C:7]1[CH:8]=[N:9][CH:10]=[C:11]([C:13]2[CH:18]=[CH:17][C:16]([C:19]([F:20])([F:21])[F:22])=[CH:15][C:14]=2[CH2:23][N:24]([CH2:25][CH3:26])[C:35](=[O:37])[CH2:34][C:28]2[CH:29]=[CH:30][CH:31]=[CH:32][CH:33]=2)[CH:12]=1.